From a dataset of Reaction yield outcomes from USPTO patents with 853,638 reactions. Predict the reaction yield, written as a fraction of the theoretical maximum amount of product (1.0 means a 100% yield; for example, 0.34 means a 34% yield). (1) The reactants are [Cl:1][C:2]1[CH:3]=[C:4]2[C:9](=[C:10]([Cl:12])[CH:11]=1)[O:8][CH:7]([C:13]([F:16])([F:15])[F:14])[C:6]([C:17]([OH:19])=O)=[CH:5]2.S(Cl)([Cl:22])=O. The catalyst is ClCCl.CN(C)C=O.C(OCC)(=O)C. The product is [Cl:1][C:2]1[CH:3]=[C:4]2[C:9](=[C:10]([Cl:12])[CH:11]=1)[O:8][CH:7]([C:13]([F:16])([F:15])[F:14])[C:6]([C:17]([Cl:22])=[O:19])=[CH:5]2. The yield is 0.950. (2) The yield is 0.750. No catalyst specified. The reactants are [F:1][C:2]1[CH:7]=[CH:6][C:5]([OH:8])=[CH:4][CH:3]=1.F[C:10]1[CH:15]=[CH:14][C:13]([F:16])=[CH:12][C:11]=1[N+:17]([O-:19])=[O:18].[F:20][C:21]1[CH:35]=[CH:34][C:24]([O:25][C:26]2[CH:32]=[CH:31][C:30]([F:33])=[CH:29][C:27]=2[NH2:28])=[CH:23][CH:22]=1.[NH2:36][C:37]1[S:38][CH:39]=[CH:40][N:41]=1. The product is [F:16][C:13]1[CH:14]=[CH:15][C:10]([O:8][C:5]2[CH:6]=[CH:7][C:2]([F:1])=[CH:3][CH:4]=2)=[C:11]([N+:17]([O-:19])=[O:18])[CH:12]=1.[F:33][C:30]1[CH:31]=[CH:32][C:26]([O:25][C:24]2[CH:34]=[CH:35][C:21]([F:20])=[CH:22][CH:23]=2)=[C:27]([NH:28][C:5]([NH:36][C:37]2[S:38][CH:39]=[CH:40][N:41]=2)=[O:8])[CH:29]=1.